From a dataset of Forward reaction prediction with 1.9M reactions from USPTO patents (1976-2016). Predict the product of the given reaction. (1) Given the reactants [NH2:1][C:2]1[N:3]([CH3:22])[C:4](=[O:21])[C:5]2[C:10]([C:11]3[C:16]([CH3:17])=[CH:15][C:14]([CH3:18])=[CH:13][C:12]=3[CH3:19])=[CH:9][N:8]([CH3:20])[C:6]=2[N:7]=1.CN(C)C=O.[H-].[Na+].[CH2:30](I)[CH2:31][CH2:32][CH3:33], predict the reaction product. The product is: [CH2:30]([N:1]([CH2:4][CH2:5][CH2:10][CH3:9])[C:2]1[N:3]([CH3:22])[C:4](=[O:21])[C:5]2[C:10]([C:11]3[C:16]([CH3:17])=[CH:15][C:14]([CH3:18])=[CH:13][C:12]=3[CH3:19])=[CH:9][N:8]([CH3:20])[C:6]=2[N:7]=1)[CH2:31][CH2:32][CH3:33]. (2) Given the reactants C([O:8][C:9]1[CH:10]=[C:11]2[C:15](=[CH:16][C:17]=1[C:18]1[CH:19]=[N:20][C:21]([CH3:24])=[CH:22][CH:23]=1)[N:14]([CH:25]1[CH2:30][CH2:29][CH2:28][CH2:27][O:26]1)[N:13]=[CH:12]2)C1C=CC=CC=1, predict the reaction product. The product is: [CH3:24][C:21]1[N:20]=[CH:19][C:18]([C:17]2[CH:16]=[C:15]3[C:11]([CH:12]=[N:13][N:14]3[CH:25]3[CH2:30][CH2:29][CH2:28][CH2:27][O:26]3)=[CH:10][C:9]=2[OH:8])=[CH:23][CH:22]=1. (3) Given the reactants [CH:1]1([C:4]2[N:8]=[C:7]([C:9]3[C:10]4[CH2:27][CH2:26][CH2:25][C:11]=4[S:12][C:13]=3[NH:14]C(C3CCCC=3C(O)=O)=O)[O:6][N:5]=2)[CH2:3][CH2:2]1.[CH:28]12[CH2:35][CH2:34][CH:31]([CH2:32][CH2:33]1)[C:30]1[C:36]([O:38][C:39](=[O:40])[C:29]2=1)=[O:37], predict the reaction product. The product is: [CH:1]1([C:4]2[N:8]=[C:7]([C:9]3[C:10]4[CH2:27][CH2:26][CH2:25][C:11]=4[S:12][C:13]=3[NH:14][C:39]([C:29]3[CH:28]4[CH2:35][CH2:34][CH:31]([CH2:32][CH2:33]4)[C:30]=3[C:36]([OH:38])=[O:37])=[O:40])[O:6][N:5]=2)[CH2:3][CH2:2]1. (4) Given the reactants [CH:1]1([O:6][C:7]2[N:15]=[C:14]3[C:10]([N:11]=[CH:12][N:13]3C3CCCO3)=[C:9]([NH2:21])[N:8]=2)[CH2:5][CH2:4][CH2:3][CH2:2]1.C(Cl)Cl.C([SiH](CC)CC)C, predict the reaction product. The product is: [CH:1]1([O:6][C:7]2[N:15]=[C:14]3[C:10]([N:11]=[CH:12][NH:13]3)=[C:9]([NH2:21])[N:8]=2)[CH2:2][CH2:3][CH2:4][CH2:5]1. (5) Given the reactants Cl[CH2:2][C:3](Cl)=[O:4].Cl.[F:7][C:8]1[CH:25]=[C:24]([F:26])[CH:23]=[CH:22][C:9]=1[CH2:10][C:11]1[N:16]=[CH:15][C:14]2[C:17]([CH3:21])([CH3:20])[CH2:18][NH:19][C:13]=2[CH:12]=1.C(N(CC)CC)C.[C:34]([O:38][C:39]([N:41]1[CH2:46][C@H:45]([CH2:47][OH:48])[NH:44][CH2:43][C@H:42]1[CH3:49])=[O:40])([CH3:37])([CH3:36])[CH3:35], predict the reaction product. The product is: [C:34]([O:38][C:39]([N:41]1[CH2:46][C@H:45]([CH2:47][OH:48])[N:44]([CH2:2][C:3]([N:19]2[C:13]3[CH:12]=[C:11]([CH2:10][C:9]4[CH:22]=[CH:23][C:24]([F:26])=[CH:25][C:8]=4[F:7])[N:16]=[CH:15][C:14]=3[C:17]([CH3:21])([CH3:20])[CH2:18]2)=[O:4])[CH2:43][C@H:42]1[CH3:49])=[O:40])([CH3:37])([CH3:36])[CH3:35].